This data is from Catalyst prediction with 721,799 reactions and 888 catalyst types from USPTO. The task is: Predict which catalyst facilitates the given reaction. Reactant: [Cl:1][C:2]1[N:10]=[C:9]([Cl:11])[CH:8]=[CH:7][C:3]=1[C:4](O)=[O:5].F[P-](F)(F)(F)(F)F.[N:19]1([O:28][C:29](N(C)C)=[N+](C)C)[C:23]2C=CC=CC=2N=N1.O.ON1C2C=CC=CC=2N=N1.C(N(CC)C(C)C)(C)C.Cl.CNOC. Product: [Cl:1][C:2]1[N:10]=[C:9]([Cl:11])[CH:8]=[CH:7][C:3]=1[C:4]([N:19]([O:28][CH3:29])[CH3:23])=[O:5]. The catalyst class is: 35.